From a dataset of Catalyst prediction with 721,799 reactions and 888 catalyst types from USPTO. Predict which catalyst facilitates the given reaction. (1) Reactant: [CH2:1]([O:8][C:9]1[C:10]([CH3:18])=[CH:11][C:12]([Br:17])=[C:13]([CH:16]=1)[CH:14]=O)[C:2]1[CH:7]=[CH:6][CH:5]=[CH:4][CH:3]=1.[CH3:19][O:20][C:21]([CH:23](P(OC)(OC)=O)[NH:24][C:25]([O:27][CH2:28][C:29]1[CH:34]=[CH:33][CH:32]=[CH:31][CH:30]=1)=[O:26])=[O:22].CN(C)C(N(C)C)=N.Cl. Product: [CH3:19][O:20][C:21](=[O:22])/[C:23](/[NH:24][C:25]([O:27][CH2:28][C:29]1[CH:34]=[CH:33][CH:32]=[CH:31][CH:30]=1)=[O:26])=[CH:14]/[C:13]1[CH:16]=[C:9]([O:8][CH2:1][C:2]2[CH:7]=[CH:6][CH:5]=[CH:4][CH:3]=2)[C:10]([CH3:18])=[CH:11][C:12]=1[Br:17]. The catalyst class is: 4. (2) Reactant: Br[CH:2]([C:14]1[CH:19]=[CH:18][N:17]=[C:16]([S:20][CH3:21])[N:15]=1)[C:3]([C:5]1[CH:10]=[CH:9][CH:8]=[C:7]([N+:11]([O-:13])=[O:12])[CH:6]=1)=O.[CH:22]([NH2:24])=[O:23].C(Cl)Cl. Product: [CH3:21][S:20][C:16]1[N:15]=[C:14]([C:2]2[O:23][CH:22]=[N:24][C:3]=2[C:5]2[CH:10]=[CH:9][CH:8]=[C:7]([N+:11]([O-:13])=[O:12])[CH:6]=2)[CH:19]=[CH:18][N:17]=1. The catalyst class is: 445. (3) Reactant: [Cl:1][C:2]1[CH:7]=[CH:6][N:5]=[C:4]2[C:8]([C:11]([NH:13][C@H:14]3[CH2:19][CH2:18][CH2:17][CH2:16][C@@H:15]3[OH:20])=[O:12])=[CH:9][NH:10][C:3]=12.Cl.Cl[CH2:23][C:24]1[CH:29]=[CH:28][C:27]([CH3:30])=[CH:26][N:25]=1.C(=O)([O-])[O-].[Cs+].[Cs+]. Product: [Cl:1][C:2]1[CH:7]=[CH:6][N:5]=[C:4]2[C:8]([C:11]([NH:13][C@H:14]3[CH2:19][CH2:18][CH2:17][CH2:16][C@@H:15]3[OH:20])=[O:12])=[CH:9][N:10]([CH2:23][C:24]3[CH:29]=[CH:28][C:27]([CH3:30])=[CH:26][N:25]=3)[C:3]=12. The catalyst class is: 3. (4) Reactant: [NH2:1][C:2]1[CH:3]=[N:4][CH:5]=[C:6](Br)[CH:7]=1.[F:9][C:10]1[CH:11]=[C:12](B(O)O)[CH:13]=[CH:14][CH:15]=1.P([O-])([O-])([O-])=O.[K+].[K+].[K+].O. Product: [F:9][C:10]1[CH:15]=[C:14]([C:6]2[CH:7]=[C:2]([NH2:1])[CH:3]=[N:4][CH:5]=2)[CH:13]=[CH:12][CH:11]=1. The catalyst class is: 455. (5) Reactant: [CH2:1]([CH2:3][NH2:4])[OH:2].C1COCC1.C(=O)(O)[O-].[Na+].[C:15](O[C:15]([O:17][C:18]([CH3:21])([CH3:20])[CH3:19])=[O:16])([O:17][C:18]([CH3:21])([CH3:20])[CH3:19])=[O:16]. Product: [C:18]([O:17][C:15]([NH:4][CH2:3][CH2:1][OH:2])=[O:16])([CH3:21])([CH3:20])[CH3:19]. The catalyst class is: 6. (6) Reactant: FC(F)(F)S(O[C:7]1[CH:12]=[CH:11][C:10]([N:13]2[C:18]3=[N:19][C:20]4[C:25]([Cl:26])=[CH:24][CH:23]=[C:22]([CH:27]([O:32][CH:33]([F:35])[F:34])[C:28]([F:31])([F:30])[F:29])[C:21]=4[N:17]3[CH2:16][CH2:15][CH2:14]2)=[C:9]([CH3:36])[N:8]=1)(=O)=O.[NH:39]1[CH2:44][CH2:43][CH2:42][CH2:41][CH2:40]1. Product: [Cl:26][C:25]1[C:20]2[N:19]=[C:18]3[N:13]([C:10]4[C:9]([CH3:36])=[N:8][C:7]([N:39]5[CH2:44][CH2:43][CH2:42][CH2:41][CH2:40]5)=[CH:12][CH:11]=4)[CH2:14][CH2:15][CH2:16][N:17]3[C:21]=2[C:22]([CH:27]([O:32][CH:33]([F:35])[F:34])[C:28]([F:30])([F:29])[F:31])=[CH:23][CH:24]=1. The catalyst class is: 35.